From a dataset of Forward reaction prediction with 1.9M reactions from USPTO patents (1976-2016). Predict the product of the given reaction. (1) The product is: [CH3:13][C:12]1([CH3:14])[O:6][C@H:2]([CH2:1][C:7]([OH:9])=[O:8])[C:3](=[O:5])[O:4]1. Given the reactants [CH2:1]([C:7]([OH:9])=[O:8])[C@@H:2]([OH:6])[C:3]([OH:5])=[O:4].CO[C:12](OC)([CH3:14])[CH3:13], predict the reaction product. (2) Given the reactants [C:1]([NH:9][CH:10]([C:14]([OH:16])=O)[CH:11]([CH3:13])[CH3:12])(=[O:8])[C:2]1[CH:7]=[CH:6][CH:5]=[CH:4][CH:3]=1.C1C=CC2N(O)N=NC=2C=1.CCN(C(C)C)C(C)C.Cl.[Cl:37][C:38]1[CH:43]=[CH:42][C:41]([CH:44]2[CH2:49][CH2:48][NH:47][CH2:46][CH2:45]2)=[CH:40][CH:39]=1, predict the reaction product. The product is: [Cl:37][C:38]1[CH:43]=[CH:42][C:41]([CH:44]2[CH2:45][CH2:46][N:47]([C:14](=[O:16])[CH:10]([NH:9][C:1](=[O:8])[C:2]3[CH:3]=[CH:4][CH:5]=[CH:6][CH:7]=3)[CH:11]([CH3:12])[CH3:13])[CH2:48][CH2:49]2)=[CH:40][CH:39]=1. (3) Given the reactants N1C=CC=CC=1.[O:7]1[C:12]2[CH:13]=[CH:14][CH:15]=[CH:16][C:11]=2[NH:10][CH2:9][CH2:8]1.[Cl:17][C:18]1[CH:19]=[C:20]([CH:26]=[CH:27][CH:28]=1)[CH:21]=[CH:22][C:23](Cl)=[O:24].O, predict the reaction product. The product is: [Cl:17][C:18]1[CH:19]=[C:20]([CH:21]=[CH:22][C:23]([N:10]2[C:11]3[CH:16]=[CH:15][CH:14]=[CH:13][C:12]=3[O:7][CH2:8][CH2:9]2)=[O:24])[CH:26]=[CH:27][CH:28]=1.